Predict the reaction yield, written as a fraction of the theoretical maximum amount of product (1.0 means a 100% yield; for example, 0.34 means a 34% yield). From a dataset of Reaction yield outcomes from USPTO patents with 853,638 reactions. (1) The reactants are ClC1C=CN=C2C=CSC=12.F[C:12]1[CH:32]=[C:31]([N+:33]([O-:35])=[O:34])[CH:30]=[CH:29][C:13]=1[O:14][C:15]1[CH:20]=[CH:19][N:18]=[C:17]2[CH:21]=[C:22](C(N(C)C)=O)[S:23][C:16]=12.[N+](C1C=CC(O)=CC=1)([O-])=O. No catalyst specified. The product is [N+:33]([C:31]1[CH:30]=[CH:29][C:13]([O:14][C:15]2[CH:20]=[CH:19][N:18]=[C:17]3[CH:21]=[CH:22][S:23][C:16]=23)=[CH:12][CH:32]=1)([O-:35])=[O:34]. The yield is 0.890. (2) The reactants are [C:1]([C:3]1[C:8]([CH3:9])=[CH:7][C:6]([CH:10](O)[CH3:11])=[C:5]([O:13][CH3:14])[C:4]=1[CH:15]1[CH2:18][N:17]([C:19]([O:21][C:22]([CH3:25])([CH3:24])[CH3:23])=[O:20])[CH2:16]1)#[N:2].S(Cl)([Cl:28])=O. The yield is 1.00. The product is [Cl:28][CH:10]([C:6]1[C:5]([O:13][CH3:14])=[C:4]([CH:15]2[CH2:18][N:17]([C:19]([O:21][C:22]([CH3:25])([CH3:24])[CH3:23])=[O:20])[CH2:16]2)[C:3]([C:1]#[N:2])=[C:8]([CH3:9])[CH:7]=1)[CH3:11]. The catalyst is C(Cl)Cl.CN(C)C=O. (3) The reactants are C[O:2][CH2:3][C@H:4]([CH3:34])[O:5][C:6]1[CH:7]=[C:8]([CH:20]=[C:21]([C:23]2[NH:24][C:25]([C:28]3[O:29][C@@H:30]([CH3:33])[CH2:31][N:32]=3)=[CH:26][CH:27]=2)[CH:22]=1)[O:9][C:10]1[CH:11]=[CH:12][C:13]([S:16]([CH3:19])(=[O:18])=[O:17])=[N:14][CH:15]=1.B(Br)(Br)Br.[Cl-].[NH4+]. The catalyst is C(Cl)Cl. The product is [CH3:33][C@@H:30]1[O:29][C:28]([C:25]2[NH:24][C:23]([C:21]3[CH:22]=[C:6]([CH:7]=[C:8]([O:9][C:10]4[CH:15]=[N:14][C:13]([S:16]([CH3:19])(=[O:17])=[O:18])=[CH:12][CH:11]=4)[CH:20]=3)[O:5][C@@H:4]([CH3:34])[CH2:3][OH:2])=[CH:27][CH:26]=2)=[N:32][CH2:31]1. The yield is 0.810. (4) The reactants are [CH3:1][C:2]12[CH2:22][CH:6]([N:7]([C:9]([C:11]3[CH:19]=[C:18]4[C:14]([C:15]([C:20]#[N:21])=[CH:16][NH:17]4)=[CH:13][CH:12]=3)=[O:10])[CH2:8]1)[CH2:5][C:4]([CH3:24])([CH3:23])[CH2:3]2.[OH-:25].[Na+].OO. The catalyst is O1CCOCC1. The product is [CH3:1][C:2]12[CH2:22][CH:6]([N:7]([C:9]([C:11]3[CH:19]=[C:18]4[C:14]([C:15]([C:20]([NH2:21])=[O:25])=[CH:16][NH:17]4)=[CH:13][CH:12]=3)=[O:10])[CH2:8]1)[CH2:5][C:4]([CH3:24])([CH3:23])[CH2:3]2. The yield is 0.210. (5) The reactants are [Cl:1][C:2]1[C:3]([CH:11]([CH:13]2[CH2:18][CH2:17][CH2:16][CH2:15][CH2:14]2)[OH:12])=[C:4]2[CH:10]=[CH:9][NH:8][C:5]2=[N:6][CH:7]=1.CC(OI1(OC(C)=O)(OC(C)=O)OC(=O)C2C=CC=CC1=2)=O. The catalyst is C(Cl)Cl. The product is [Cl:1][C:2]1[C:3]([C:11]([CH:13]2[CH2:14][CH2:15][CH2:16][CH2:17][CH2:18]2)=[O:12])=[C:4]2[CH:10]=[CH:9][NH:8][C:5]2=[N:6][CH:7]=1. The yield is 0.900. (6) The reactants are C[O:2][C:3]([C:5]1([C:8]2[CH:9]=[C:10]3[C:15](=[CH:16][CH:17]=2)[O:14][CH2:13][CH2:12][CH2:11]3)[CH2:7][CH2:6]1)=[O:4].O[Li].[OH2:20].[CH3:21][OH:22]. The catalyst is O. The product is [OH:20][C:11]1([O:22][CH3:21])[C:10]2[C:15](=[CH:16][CH:17]=[C:8]([C:5]3([C:3]([OH:2])=[O:4])[CH2:7][CH2:6]3)[CH:9]=2)[O:14][CH2:13][CH2:12]1. The yield is 0.760.